The task is: Predict the reactants needed to synthesize the given product.. This data is from Full USPTO retrosynthesis dataset with 1.9M reactions from patents (1976-2016). (1) Given the product [CH2:1]([N:8]1[CH2:12][C@H:11]2[C@@H:13]([NH:16][C:24](=[O:25])[CH:23]([CH:17]3[CH2:22][CH2:21][CH2:20][CH2:19][CH2:18]3)[CH:27]3[CH2:32][CH2:31][CH2:30][CH2:29][CH2:28]3)[CH2:14][CH2:15][C@H:10]2[CH2:9]1)[C:2]1[CH:3]=[CH:4][CH:5]=[CH:6][CH:7]=1, predict the reactants needed to synthesize it. The reactants are: [CH2:1]([N:8]1[CH2:12][C@H:11]2[CH:13]([NH2:16])[CH2:14][CH2:15][C@H:10]2[CH2:9]1)[C:2]1[CH:7]=[CH:6][CH:5]=[CH:4][CH:3]=1.[CH:17]1([CH:23]([CH:27]2[CH2:32][CH2:31][CH2:30][CH2:29][CH2:28]2)[C:24](O)=[O:25])[CH2:22][CH2:21][CH2:20][CH2:19][CH2:18]1.ON1C2C=CC=CC=2N=N1.CC[N+](CCCN(C)C)=C=N. (2) The reactants are: [N+:1]([C:4]1[CH:5]=[C:6]([N:10]2[C:14]3=[N:15][CH:16]=[N:17][C:18]([NH2:19])=[C:13]3[CH:12]=[N:11]2)[CH:7]=[CH:8][CH:9]=1)([O-])=O. Given the product [NH2:1][C:4]1[CH:5]=[C:6]([N:10]2[C:14]3=[N:15][CH:16]=[N:17][C:18]([NH2:19])=[C:13]3[CH:12]=[N:11]2)[CH:7]=[CH:8][CH:9]=1, predict the reactants needed to synthesize it.